Dataset: Reaction yield outcomes from USPTO patents with 853,638 reactions. Task: Predict the reaction yield, written as a fraction of the theoretical maximum amount of product (1.0 means a 100% yield; for example, 0.34 means a 34% yield). (1) The reactants are [O:1]1[CH2:6][CH2:5][CH2:4][NH:3][C:2]1=[O:7].[H-].[Na+].Br[CH2:11][C:12]([O:14][CH3:15])=[O:13]. The yield is 0.200. The catalyst is CN(C=O)C. The product is [CH3:15][O:14][C:12](=[O:13])[CH2:11][N:3]1[CH2:4][CH2:5][CH2:6][O:1][C:2]1=[O:7]. (2) The reactants are [Br:1][C:2]1[CH:7]=[CH:6][CH:5]=[CH:4][C:3]=1Br.[Li]CCCC.FC(F)(F)S(O[Si:20]([CH3:23])([CH3:22])[CH3:21])(=O)=O. The catalyst is C1COCC1.CCCCCC.CCOCC. The product is [Br:1][C:2]1[CH:7]=[CH:6][CH:5]=[CH:4][C:3]=1[Si:20]([CH3:23])([CH3:22])[CH3:21]. The yield is 0.690. (3) The reactants are O=[C:2]1[C:11]2[C:6](=[CH:7][CH:8]=[CH:9][CH:10]=2)[O:5][C@@H:4]([C:12]2[CH:21]=[CH:20][C:15]([C:16]([O:18][CH3:19])=[O:17])=[CH:14][CH:13]=2)[CH2:3]1.C([O-])(=O)C.[Na+].[CH3:27][O:28][NH2:29].Cl. The catalyst is CO. The product is [CH3:27][O:28][N:29]=[C:2]1[C:11]2[C:6](=[CH:7][CH:8]=[CH:9][CH:10]=2)[O:5][C@@H:4]([C:12]2[CH:21]=[CH:20][C:15]([C:16]([O:18][CH3:19])=[O:17])=[CH:14][CH:13]=2)[CH2:3]1. The yield is 0.970. (4) The reactants are [C:1]([C:3]1[C:7]2[N:8]=[CH:9][N:10]=[C:11]([S:12][CH3:13])[C:6]=2[S:5][CH:4]=1)#[CH:2].I[C:15]1[CH:16]=[C:17]([CH:23]=[CH:24][C:25]=1[CH3:26])[C:18]([O:20][CH2:21][CH3:22])=[O:19].C(N(C(C)C)CC)(C)C. The catalyst is CN(C)C=O.C1C=CC([P]([Pd]([P](C2C=CC=CC=2)(C2C=CC=CC=2)C2C=CC=CC=2)([P](C2C=CC=CC=2)(C2C=CC=CC=2)C2C=CC=CC=2)[P](C2C=CC=CC=2)(C2C=CC=CC=2)C2C=CC=CC=2)(C2C=CC=CC=2)C2C=CC=CC=2)=CC=1.[Cu]I. The product is [CH3:26][C:25]1[CH:24]=[CH:23][C:17]([C:18]([O:20][CH2:21][CH3:22])=[O:19])=[CH:16][C:15]=1[C:2]#[C:1][C:3]1[C:7]2[N:8]=[CH:9][N:10]=[C:11]([S:12][CH3:13])[C:6]=2[S:5][CH:4]=1. The yield is 0.720. (5) The reactants are I[C:2]1[C:10]2[C:5](=[N:6][CH:7]=[C:8]([C:11]3[CH:16]=[CH:15][C:14]([N:17]4[CH2:22][CH2:21][N:20]([C:23]([O:25][C:26]([CH3:29])([CH3:28])[CH3:27])=[O:24])[CH2:19][CH2:18]4)=[CH:13][CH:12]=3)[CH:9]=2)[N:4]([S:30]([C:33]2[CH:39]=[CH:38][C:36]([CH3:37])=[CH:35][CH:34]=2)(=[O:32])=[O:31])[CH:3]=1.[CH3:40][C:41]1[C:45](B2OC(C)(C)C(C)(C)O2)=[C:44]([CH3:55])[N:43]([CH2:56][C:57]2[CH:62]=[CH:61][CH:60]=[C:59]([N+:63]([O-:65])=[O:64])[CH:58]=2)[N:42]=1.C(=O)([O-])[O-].[Na+].[Na+]. The catalyst is C1C=CC(P(C2C=CC=CC=2)[C-]2C=CC=C2)=CC=1.C1C=CC(P(C2C=CC=CC=2)[C-]2C=CC=C2)=CC=1.Cl[Pd]Cl.[Fe+2].C1(C)C=CC=CC=1.C(O)C.O. The product is [CH3:40][C:41]1[C:45]([C:2]2[C:10]3[C:5](=[N:6][CH:7]=[C:8]([C:11]4[CH:16]=[CH:15][C:14]([N:17]5[CH2:22][CH2:21][N:20]([C:23]([O:25][C:26]([CH3:29])([CH3:28])[CH3:27])=[O:24])[CH2:19][CH2:18]5)=[CH:13][CH:12]=4)[CH:9]=3)[N:4]([S:30]([C:33]3[CH:39]=[CH:38][C:36]([CH3:37])=[CH:35][CH:34]=3)(=[O:32])=[O:31])[CH:3]=2)=[C:44]([CH3:55])[N:43]([CH2:56][C:57]2[CH:62]=[CH:61][CH:60]=[C:59]([N+:63]([O-:65])=[O:64])[CH:58]=2)[N:42]=1. The yield is 0.430.